Task: Predict the product of the given reaction.. Dataset: Forward reaction prediction with 1.9M reactions from USPTO patents (1976-2016) (1) Given the reactants [Cl:1][C:2]1[CH:7]=[CH:6][C:5]([C:8]([CH3:21])([CH3:20])[C:9]([NH:11][NH:12]C(OC(C)(C)C)=O)=[O:10])=[CH:4][C:3]=1[O:22][CH3:23].Cl, predict the reaction product. The product is: [ClH:1].[Cl:1][C:2]1[CH:7]=[CH:6][C:5]([C:8]([CH3:21])([CH3:20])[C:9]([NH:11][NH2:12])=[O:10])=[CH:4][C:3]=1[O:22][CH3:23]. (2) Given the reactants [OH:1][C@H:2]1[CH2:7][N:6]([C:8]([C:10]2[CH:15]=[CH:14][CH:13]=[CH:12][C:11]=2[N:16]2[N:20]=[CH:19][CH:18]=[N:17]2)=[O:9])[C@H:5]([CH3:21])[CH2:4][CH2:3]1.[Cl:22][C:23]1[C:24](F)=[N:25][CH:26]=[CH:27][C:28]=1[C:29]#[N:30].[H-].[Na+], predict the reaction product. The product is: [Cl:22][C:23]1[C:24]([O:1][C@@H:2]2[CH2:3][CH2:4][C@@H:5]([CH3:21])[N:6]([C:8]([C:10]3[CH:15]=[CH:14][CH:13]=[CH:12][C:11]=3[N:16]3[N:20]=[CH:19][CH:18]=[N:17]3)=[O:9])[CH2:7]2)=[N:25][CH:26]=[CH:27][C:28]=1[C:29]#[N:30]. (3) Given the reactants Cl[C:2]1[NH:3][C:4](=[O:16])[C:5]2[CH:10]=[CH:9][N:8]([CH2:11][CH:12]([OH:15])[CH2:13][OH:14])[C:6]=2[N:7]=1.FC(F)(F)C(O)=O.[F:24][C:25]1[CH:30]=[CH:29][CH:28]=[C:27]([F:31])[C:26]=1[N:32]1[CH2:37][CH2:36][NH:35][CH2:34][CH2:33]1.C(N(CC)C(C)C)(C)C, predict the reaction product. The product is: [F:31][C:27]1[CH:28]=[CH:29][CH:30]=[C:25]([F:24])[C:26]=1[N:32]1[CH2:37][CH2:36][N:35]([C:2]2[NH:3][C:4](=[O:16])[C:5]3[CH:10]=[CH:9][N:8]([CH2:11][CH:12]([OH:15])[CH2:13][OH:14])[C:6]=3[N:7]=2)[CH2:34][CH2:33]1. (4) Given the reactants [CH2:1]([N:8]1[CH:16]=[C:15]2[C:10]([CH:11]=[C:12]([C:17]3[CH:18]=[C:19]([CH:27]4[O:32][CH2:31][CH2:30][NH:29][CH2:28]4)[N:20]4[C:25]=3[C:24]([NH2:26])=[N:23][CH:22]=[N:21]4)[CH:13]=[CH:14]2)=[N:9]1)[C:2]1[CH:7]=[CH:6][CH:5]=[CH:4][CH:3]=1.F[P-](F)(F)(F)(F)F.N1(O[P+](N(C)C)(N(C)C)N(C)C)C2C=CC=CC=2N=N1.[CH3:60][N:61]1[CH2:66]C[O:64][CH2:63][CH2:62]1.Cl.CN(C)CC(O)=O.C[O-].[Na+].N, predict the reaction product. The product is: [CH2:1]([N:8]1[CH:16]=[C:15]2[C:10]([CH:11]=[C:12]([C:17]3[CH:18]=[C:19]([CH:27]4[O:32][CH2:31][CH2:30][N:29]([C:63](=[O:64])[CH2:62][N:61]([CH3:66])[CH3:60])[CH2:28]4)[N:20]4[C:25]=3[C:24]([NH2:26])=[N:23][CH:22]=[N:21]4)[CH:13]=[CH:14]2)=[N:9]1)[C:2]1[CH:7]=[CH:6][CH:5]=[CH:4][CH:3]=1. (5) Given the reactants N1C=CC(N2CCC3(CCNCC3)C2)=CC=1.CS(Cl)(=O)=O.O[CH2:23][C:24]1[CH:29]=[CH:28][C:27]([C@H:30]([NH:32]C(=O)OC(C)(C)C)[CH3:31])=[CH:26][CH:25]=1.CS(OCC1C=CC([C@H](NC(OC(C)(C)C)=O)C)=CC=1)(=O)=O.[C:62]([NH2:66])([CH3:65])([CH3:64])[CH3:63].C([O-])([O-])=O.[K+].[K+], predict the reaction product. The product is: [NH2:32][C@@H:30]([C:27]1[CH:26]=[CH:25][C:24]([CH2:23][NH:66][C:62]([CH3:65])([CH3:64])[CH3:63])=[CH:29][CH:28]=1)[CH3:31]. (6) Given the reactants [CH3:1][N:2]1[CH:6]=[C:5]([C:7]2[CH:12]=[CH:11][N:10]=[CH:9][CH:8]=2)[C:4]([C:13]2[CH:18]=[CH:17][C:16]([CH2:19][O:20][Si](C(C)C)(C(C)C)C(C)C)=[CH:15][CH:14]=2)=[N:3]1.CCCC[N+](CCCC)(CCCC)CCCC.[F-].C(=O)(O)[O-].[Na+], predict the reaction product. The product is: [CH3:1][N:2]1[CH:6]=[C:5]([C:7]2[CH:8]=[CH:9][N:10]=[CH:11][CH:12]=2)[C:4]([C:13]2[CH:18]=[CH:17][C:16]([CH2:19][OH:20])=[CH:15][CH:14]=2)=[N:3]1. (7) Given the reactants [Cl:1][C:2]1[S:6][C:5]([C:7]([NH:9][C@H:10]([CH2:18][N:19]2C(=O)C3C(=CC=CC=3)C2=O)[CH2:11][CH:12]2[CH2:17][CH2:16][CH2:15][CH2:14][CH2:13]2)=[O:8])=[CH:4][C:3]=1[C:30]1[N:34]([CH3:35])[N:33]=[CH:32][C:31]=1[Cl:36].NN, predict the reaction product. The product is: [NH2:19][CH2:18][C@@H:10]([NH:9][C:7]([C:5]1[S:6][C:2]([Cl:1])=[C:3]([C:30]2[N:34]([CH3:35])[N:33]=[CH:32][C:31]=2[Cl:36])[CH:4]=1)=[O:8])[CH2:11][CH:12]1[CH2:13][CH2:14][CH2:15][CH2:16][CH2:17]1. (8) Given the reactants [CH2:1]([S:3][CH2:4][CH:5]1[N:11]2[C:12](=[O:15])[O:13][N:14]=[C:10]2[CH2:9][CH2:8][CH2:7][CH2:6]1)[CH3:2].C1C=C(Cl)C=C(C(OO)=[O:24])C=1, predict the reaction product. The product is: [CH2:1]([S:3]([CH2:4][CH:5]1[N:11]2[C:12](=[O:15])[O:13][N:14]=[C:10]2[CH2:9][CH2:8][CH2:7][CH2:6]1)=[O:24])[CH3:2]. (9) Given the reactants Br[C:2]1[CH:7]=[CH:6][C:5]([CH:8]([C:16]2[CH:21]=[CH:20][CH:19]=[CH:18][CH:17]=2)[C:9]([CH3:15])([CH3:14])[C:10]([O:12][CH3:13])=[O:11])=[CH:4][CH:3]=1.[NH:22]1[CH2:27][CH2:26][CH2:25][CH2:24][CH2:23]1.C(P(C(C)(C)C)C1C=CC=CC=1C1C=CC=CC=1)(C)(C)C.CC(C)([O-])C.[Na+], predict the reaction product. The product is: [CH3:14][C:9]([CH3:15])([CH:8]([C:16]1[CH:21]=[CH:20][CH:19]=[CH:18][CH:17]=1)[C:5]1[CH:6]=[CH:7][C:2]([N:22]2[CH2:27][CH2:26][CH2:25][CH2:24][CH2:23]2)=[CH:3][CH:4]=1)[C:10]([O:12][CH3:13])=[O:11]. (10) Given the reactants Br[C:2]1[CH:11]=[CH:10][C:9]2[N:8]=[CH:7][C:6]3[N:12]([CH3:23])[C:13](=[O:22])[N:14]([C:15]4[C:16]([CH3:21])=[N:17][N:18]([CH3:20])[CH:19]=4)[C:5]=3[C:4]=2[CH:3]=1.[CH3:24][O:25][C:26](=[O:45])[C:27]([CH3:44])([C:29]1[CH:30]=[N:31][CH:32]=[C:33](B2OC(C)(C)C(C)(C)O2)[CH:34]=1)[CH3:28], predict the reaction product. The product is: [CH3:24][O:25][C:26](=[O:45])[C:27]([C:29]1[CH:30]=[N:31][CH:32]=[C:33]([C:2]2[CH:11]=[CH:10][C:9]3[N:8]=[CH:7][C:6]4[N:12]([CH3:23])[C:13](=[O:22])[N:14]([C:15]5[C:16]([CH3:21])=[N:17][N:18]([CH3:20])[CH:19]=5)[C:5]=4[C:4]=3[CH:3]=2)[CH:34]=1)([CH3:44])[CH3:28].